This data is from Forward reaction prediction with 1.9M reactions from USPTO patents (1976-2016). The task is: Predict the product of the given reaction. (1) The product is: [NH2:1][C:4]1[CH:5]=[C:6]2[C:10](=[CH:11][C:12]=1[NH2:13])[C:9]([CH3:17])([CH3:16])[C:8]([CH3:19])([CH3:18])[C:7]2([CH3:21])[CH3:20]. Given the reactants [N+:1]([C:4]1[CH:5]=[C:6]2[C:10](=[CH:11][C:12]=1[N+:13]([O-])=O)[C:9]([CH3:17])([CH3:16])[C:8]([CH3:19])([CH3:18])[C:7]2([CH3:21])[CH3:20])([O-])=O.[H][H], predict the reaction product. (2) Given the reactants [NH2:1][C:2]1[C:7](Br)=[CH:6][C:5]([CH2:9][CH2:10][C:11]([O:13][CH3:14])=[O:12])=[C:4]([CH3:15])[CH:3]=1.[CH3:16][N:17]1[C:25]2[C:20](=[CH:21][C:22](B(O)O)=[CH:23][CH:24]=2)[CH:19]=[N:18]1.C(=O)([O-])[O-].[Cs+].[Cs+].O, predict the reaction product. The product is: [NH2:1][C:2]1[C:7]([C:22]2[CH:21]=[C:20]3[C:25](=[CH:24][CH:23]=2)[N:17]([CH3:16])[N:18]=[CH:19]3)=[CH:6][C:5]([CH2:9][CH2:10][C:11]([O:13][CH3:14])=[O:12])=[C:4]([CH3:15])[CH:3]=1. (3) Given the reactants [C:1]1([CH:7]([C:9]2[N:10]=[CH:11][N:12](C(C3C=CC=CC=3)(C3C=CC=CC=3)C3C=CC=CC=3)[CH:13]=2)O)[CH:6]=[CH:5][CH:4]=[CH:3][CH:2]=1.C([SiH](CC)CC)C.FC(F)(F)C(O)=O.O, predict the reaction product. The product is: [CH2:7]([C:9]1[N:10]=[CH:11][NH:12][CH:13]=1)[C:1]1[CH:2]=[CH:3][CH:4]=[CH:5][CH:6]=1. (4) Given the reactants [Br:1][C:2]1[CH:7]=[C:6]([C:8]([F:17])([C:13]([F:16])([F:15])[F:14])[C:9]([F:12])([F:11])[F:10])[CH:5]=[C:4]([C:18]([F:21])([F:20])[F:19])[C:3]=1[NH:22][C:23](=[O:34])[C:24]1[CH:29]=[CH:28][C:27]([C:30]#[N:31])=[C:26](F)[C:25]=1[F:33].C(=O)([O-])[O-].[NH4+:39].[NH4+].O.C(OCC)(=O)C, predict the reaction product. The product is: [NH2:39][C:26]1[C:25]([F:33])=[C:24]([CH:29]=[CH:28][C:27]=1[C:30]#[N:31])[C:23]([NH:22][C:3]1[C:4]([C:18]([F:20])([F:21])[F:19])=[CH:5][C:6]([C:8]([F:17])([C:13]([F:15])([F:14])[F:16])[C:9]([F:10])([F:12])[F:11])=[CH:7][C:2]=1[Br:1])=[O:34]. (5) Given the reactants [Br:1][C:2]1[CH:10]=[C:9]2[C:5]([C:6](=O)[C:7](=[O:11])[NH:8]2)=[CH:4][CH:3]=1.C([O:16][C:17]1[C:25]2[C:20](=[CH:21][CH:22]=[CH:23][CH:24]=2)[NH:19][CH:18]=1)(=O)C.C([O-])([O-])=O.[Na+].[Na+], predict the reaction product. The product is: [CH:23]1[CH:24]=[C:25]2[C:17](/[C:18](/[NH:19][C:20]2=[CH:21][CH:22]=1)=[C:6]1\[C:5]2[CH:4]=[CH:3][C:2]([Br:1])=[CH:10][C:9]=2[NH:8][C:7]\1=[O:11])=[O:16]. (6) Given the reactants [CH2:1]1[C:7]2=[C:8]3[C:12](=[CH:13][CH:14]=[C:6]2[O:5][CH2:4][CH2:3][N:2]1C(OC(C)(C)C)=O)[NH:11][CH:10]=[CH:9]3.[H-].[Na+].CN(C=O)C.[S:29]1[CH:33]=[CH:32][CH:31]=[C:30]1[S:34](Cl)(=[O:36])=[O:35], predict the reaction product. The product is: [S:29]1[CH:33]=[CH:32][CH:31]=[C:30]1[S:34]([N:11]1[C:12]2[C:8](=[C:7]3[CH2:1][NH:2][CH2:3][CH2:4][O:5][C:6]3=[CH:14][CH:13]=2)[CH:9]=[CH:10]1)(=[O:36])=[O:35].